Dataset: Catalyst prediction with 721,799 reactions and 888 catalyst types from USPTO. Task: Predict which catalyst facilitates the given reaction. (1) Reactant: [F:1][C:2]([F:23])([F:22])[C:3]1[CH:17]=[C:16]([C:18]([F:21])([F:20])[F:19])[CH:15]=[CH:14][C:4]=1[CH2:5][N:6]1[CH2:11][CH2:10][CH:9]([CH:12]=O)[CH2:8][CH2:7]1.[OH:24][CH2:25][C:26]1([CH2:30][NH:31][C:32]2[CH2:36][S:35][C:34](=[O:37])[N:33]=2)[CH2:29][CH2:28][CH2:27]1.C([O-])(=O)C.[NH2+]1CCCCC1. Product: [F:23][C:2]([F:1])([F:22])[C:3]1[CH:17]=[C:16]([C:18]([F:21])([F:20])[F:19])[CH:15]=[CH:14][C:4]=1[CH2:5][N:6]1[CH2:11][CH2:10][CH:9](/[CH:12]=[C:36]2/[C:32]([NH:31][CH2:30][C:26]3([CH2:25][OH:24])[CH2:29][CH2:28][CH2:27]3)=[N:33][C:34](=[O:37])[S:35]/2)[CH2:8][CH2:7]1. The catalyst class is: 41. (2) Reactant: CC(C)(S([NH:6][CH:7]([C:16]1[C:21]([F:22])=[CH:20][CH:19]=[CH:18][C:17]=1[O:23][CH2:24][CH3:25])[CH2:8][CH:9]([CH3:15])[C:10]([O:12][CH2:13][CH3:14])=[O:11])=O)C.Cl.O1CCOCC1. Product: [NH2:6][CH:7]([C:16]1[C:21]([F:22])=[CH:20][CH:19]=[CH:18][C:17]=1[O:23][CH2:24][CH3:25])[CH2:8][CH:9]([CH3:15])[C:10]([O:12][CH2:13][CH3:14])=[O:11]. The catalyst class is: 14.